From a dataset of Reaction yield outcomes from USPTO patents with 853,638 reactions. Predict the reaction yield, written as a fraction of the theoretical maximum amount of product (1.0 means a 100% yield; for example, 0.34 means a 34% yield). (1) The reactants are [Cl:1][C:2]1[CH:7]=[C:6](/[CH:8]=[CH:9]/[CH:10]([C:15]2[CH:20]=[C:19]([Cl:21])[CH:18]=[C:17]([Cl:22])[CH:16]=2)[C:11]([F:14])([F:13])[F:12])[CH:5]=[CH:4][C:3]=1[CH2:23][NH2:24].[CH2:25]([N:27]=[C:28]=[O:29])[CH3:26]. The catalyst is C(Cl)Cl. The product is [Cl:1][C:2]1[CH:7]=[C:6](/[CH:8]=[CH:9]/[CH:10]([C:15]2[CH:16]=[C:17]([Cl:22])[CH:18]=[C:19]([Cl:21])[CH:20]=2)[C:11]([F:13])([F:14])[F:12])[CH:5]=[CH:4][C:3]=1[CH2:23][NH:24][C:28]([NH:27][CH2:25][CH3:26])=[O:29]. The yield is 0.600. (2) The reactants are [CH:1]1([CH2:6][CH:7]([C:11]2[CH:16]=[CH:15][C:14]([Cl:17])=[C:13]([Cl:18])[CH:12]=2)[C:8]([OH:10])=O)[CH2:5][CH2:4][CH2:3][CH2:2]1.C(Cl)(=O)C(Cl)=O.[NH2:25][C:26]1[CH:30]=[C:29]([CH3:31])[O:28][N:27]=1.C(N(CC)CC)C. The catalyst is CN(C)C=O.C(Cl)Cl. The product is [CH:1]1([CH2:6][CH:7]([C:11]2[CH:16]=[CH:15][C:14]([Cl:17])=[C:13]([Cl:18])[CH:12]=2)[C:8]([NH:25][C:26]2[CH:30]=[C:29]([CH3:31])[O:28][N:27]=2)=[O:10])[CH2:2][CH2:3][CH2:4][CH2:5]1. The yield is 0.870.